This data is from Acute oral toxicity (LD50) regression data from Zhu et al.. The task is: Regression/Classification. Given a drug SMILES string, predict its toxicity properties. Task type varies by dataset: regression for continuous values (e.g., LD50, hERG inhibition percentage) or binary classification for toxic/non-toxic outcomes (e.g., AMES mutagenicity, cardiotoxicity, hepatotoxicity). Dataset: ld50_zhu. The compound is CN(SSN(C)C(=O)ON=C1CSCCS1)C(=O)ON=C1CSCCS1. The rat oral LD50 is 3.47, given as -log10 of the dose in mol/kg body weight (higher means more acutely toxic).